The task is: Predict the product of the given reaction.. This data is from Forward reaction prediction with 1.9M reactions from USPTO patents (1976-2016). (1) Given the reactants Br.[Cl:2][CH2:3][C:4]([C:6]1[CH:11]=[C:10]([Cl:12])N=[C:8](Br)[CH:7]=1)=O.[CH3:14][C:15]1[CH:16]=[C:17]([NH:21][C:22]([NH2:24])=[S:23])[CH:18]=[CH:19][CH:20]=1.[NH3:25], predict the reaction product. The product is: [Cl:12][C:10]1[CH:11]=[C:6]([C:7]2[N:24]=[C:22]([NH:21][C:17]3[CH:18]=[CH:19][CH:20]=[C:15]([CH3:14])[CH:16]=3)[S:23][CH:8]=2)[CH:4]=[C:3]([Cl:2])[N:25]=1. (2) Given the reactants [CH3:1][C:2]1([CH3:29])[CH:7]2[CH:8]3[CH2:22][CH2:21][CH:20]=[CH:19][C:9]3=[C:10]3[C:18]([CH2:17][C:16]4[CH:15]=[CH:14][CH:13]=[CH:12][C:11]3=4)=[C:6]2[C:5](C)([CH3:23])[C:4]([CH3:26])([CH3:25])[C:3]1([CH3:28])[CH3:27].[CH2:30]([Li])CCC.CN1CCN(C)C1=O.[Cl:43][C:44]1[CH:49]=[CH:48][C:47]([C:50]([C:56]2[CH:61]=[CH:60][C:59]([Cl:62])=[CH:58][CH:57]=2)=[C:51]2[CH:55]=[CH:54][CH:53]=[CH:52]2)=[CH:46][CH:45]=1, predict the reaction product. The product is: [Cl:43][C:44]1[CH:45]=[CH:46][C:47]([C:50]([C:56]2[CH:57]=[CH:58][C:59]([Cl:62])=[CH:60][CH:61]=2)([CH:51]2[CH:52]=[CH:53][CH:54]=[CH:55]2)[C:7]2([CH3:30])[C:6]3[C:5]([CH3:23])([CH:12]4[CH2:13][CH2:14][CH:15]=[CH:16][C:11]4=[C:10]4[C:18]=3[CH2:17][C:19]3[CH:20]=[CH:21][CH:22]=[CH:8][C:9]4=3)[C:4]([CH3:26])([CH3:25])[C:3]([CH3:28])([CH3:27])[C:2]2([CH3:1])[CH3:29])=[CH:48][CH:49]=1. (3) The product is: [NH:31]([C:32]([O:20][C@@H:19]1[C@@H:21]([CH3:23])[O:22][C@@H:16]([N:13]2[CH:12]=[N:11][C:10]3[C:14]2=[N:15][C:7]([O:6][CH:1]2[CH2:2][CH2:3][CH2:4][CH2:5]2)=[N:8][C:9]=3[NH2:24])[C@@H:17]1[OH:18])=[O:33])[C:25]1[CH:30]=[CH:29][CH:28]=[CH:27][CH:26]=1. Given the reactants [CH:1]1([O:6][C:7]2[N:15]=[C:14]3[C:10]([N:11]=[CH:12][N:13]3[C@@H:16]3[O:22][C@H:21]([CH3:23])[C@@H:19]([OH:20])[C@H:17]3[OH:18])=[C:9]([NH2:24])[N:8]=2)[CH2:5][CH2:4][CH2:3][CH2:2]1.[C:25]1([N:31]=[C:32]=[O:33])[CH:30]=[CH:29][CH:28]=[CH:27][CH:26]=1.C(N(CC)CC)C, predict the reaction product. (4) Given the reactants Cl[C:2]1[CH:11]=[C:10]2[C:5]([C:6]([CH3:18])=[CH:7][C:8]([C:12]3[CH:17]=[CH:16][CH:15]=[CH:14][CH:13]=3)=[N:9]2)=[CH:4][CH:3]=1.[B:19]1([B:19]2[O:23][C:22]([CH3:25])([CH3:24])[C:21]([CH3:27])([CH3:26])[O:20]2)[O:23][C:22]([CH3:25])([CH3:24])[C:21]([CH3:27])([CH3:26])[O:20]1.CC([O-])=O.[K+].[Cl-].C(C1C=CC=C(CCC)C=1[N+]1C=CN(C2C(CCC)=CC=CC=2CCC)C=1)CC, predict the reaction product. The product is: [CH3:18][C:6]1[C:5]2[C:10](=[CH:11][C:2]([B:19]3[O:23][C:22]([CH3:25])([CH3:24])[C:21]([CH3:27])([CH3:26])[O:20]3)=[CH:3][CH:4]=2)[N:9]=[C:8]([C:12]2[CH:17]=[CH:16][CH:15]=[CH:14][CH:13]=2)[CH:7]=1. (5) Given the reactants [NH2:1][C@@H:2]([CH3:5])[CH2:3][OH:4].[C:6]([Si:10](Cl)([CH3:12])[CH3:11])([CH3:9])([CH3:8])[CH3:7].C(N(CC)CC)C, predict the reaction product. The product is: [C:6]([Si:10]([CH3:12])([CH3:11])[O:4][CH2:3][CH:2]([NH2:1])[CH3:5])([CH3:9])([CH3:8])[CH3:7]. (6) Given the reactants C(P(C12CC3CC(CC(C3)C1)C2)C12CC3CC(CC(C3)C1)C2)CCC.C(O)(=O)C(C)(C)C.[F-].[Cs+].Br[C:36]1[CH:41]=[C:40]([Cl:42])[CH:39]=[CH:38][N:37]=1.[CH:43]1([C@H:47]([NH:49][C:50]2[N:58]=[C:57]([C:59]#[N:60])[N:56]=[C:55]3[C:51]=2[N:52]([CH2:61][C:62]2[CH:67]=[CH:66][C:65]([C:68]([F:71])([F:70])[F:69])=[CH:64][CH:63]=2)[CH:53]=[N:54]3)[CH3:48])[CH2:46][CH2:45][CH2:44]1, predict the reaction product. The product is: [Cl:42][C:40]1[CH:39]=[CH:38][N:37]=[C:36]([C:53]2[N:52]([CH2:61][C:62]3[CH:67]=[CH:66][C:65]([C:68]([F:69])([F:70])[F:71])=[CH:64][CH:63]=3)[C:51]3[C:55](=[N:56][C:57]([C:59]#[N:60])=[N:58][C:50]=3[NH:49][C@@H:47]([CH:43]3[CH2:44][CH2:45][CH2:46]3)[CH3:48])[N:54]=2)[CH:41]=1. (7) Given the reactants [N+:1]([C:4]1[CH:9]=[CH:8][C:7]([CH:10]([OH:14])[CH2:11][CH2:12][OH:13])=[CH:6][CH:5]=1)([O-:3])=[O:2].N1C=CN=C1.[Si:20](Cl)([C:33]([CH3:36])([CH3:35])[CH3:34])([C:27]1[CH:32]=[CH:31][CH:30]=[CH:29][CH:28]=1)[C:21]1[CH:26]=[CH:25][CH:24]=[CH:23][CH:22]=1, predict the reaction product. The product is: [Si:20]([O:13][CH2:12][CH2:11][CH:10]([C:7]1[CH:6]=[CH:5][C:4]([N+:1]([O-:3])=[O:2])=[CH:9][CH:8]=1)[OH:14])([C:33]([CH3:36])([CH3:35])[CH3:34])([C:27]1[CH:28]=[CH:29][CH:30]=[CH:31][CH:32]=1)[C:21]1[CH:26]=[CH:25][CH:24]=[CH:23][CH:22]=1. (8) Given the reactants O=[C:2]1[CH2:7][CH2:6][N:5]([C:8]([O:10][C:11]([CH3:14])([CH3:13])[CH3:12])=[O:9])[CH2:4][CH2:3]1.Cl.[O:16]([NH2:18])[CH3:17].C(=O)(O)[O-].[Na+], predict the reaction product. The product is: [C:11]([O:10][C:8]([N:5]1[CH2:6][CH2:7][C:2](=[N:18][O:16][CH3:17])[CH2:3][CH2:4]1)=[O:9])([CH3:14])([CH3:13])[CH3:12]. (9) The product is: [N:6]1[CH:7]=[CH:8][CH:9]=[N:10][C:5]=1[C:3]1[N:4]=[C:22]([C:13]2[C:14]3[C:19](=[CH:18][CH:17]=[CH:16][CH:15]=3)[CH:20]=[CH:21][C:12]=2[OH:11])[NH:1][N:2]=1. Given the reactants [NH2:1][NH:2][C:3]([C:5]1[N:10]=[CH:9][CH:8]=[CH:7][N:6]=1)=[NH:4].[OH:11][C:12]1[CH:21]=[CH:20][C:19]2[C:14](=[CH:15][CH:16]=[CH:17][CH:18]=2)[C:13]=1[CH:22]=O, predict the reaction product. (10) The product is: [Br:1][C:2]1[CH:3]=[C:4]([O:12][CH3:13])[C:5]([Cl:11])=[C:6]([CH:10]=1)[C:7]([Cl:23])=[O:8]. Given the reactants [Br:1][C:2]1[CH:3]=[C:4]([O:12][CH3:13])[C:5]([Cl:11])=[C:6]([CH:10]=1)[C:7](O)=[O:8].CN(C=O)C.C(Cl)(C([Cl:23])=O)=O, predict the reaction product.